Dataset: Full USPTO retrosynthesis dataset with 1.9M reactions from patents (1976-2016). Task: Predict the reactants needed to synthesize the given product. Given the product [C:29]1([NH:30][C:2]2[CH:10]=[C:9]3[C:5]([CH:6]=[CH:7][N:8]3[C:11]([O:13][C:14]([CH3:17])([CH3:16])[CH3:15])=[O:12])=[CH:4][CH:3]=2)[CH:31]=[CH:32][CH:26]=[CH:27][CH:28]=1, predict the reactants needed to synthesize it. The reactants are: Br[C:2]1[CH:10]=[C:9]2[C:5]([CH:6]=[CH:7][N:8]2[C:11]([O:13][C:14]([CH3:17])([CH3:16])[CH3:15])=[O:12])=[CH:4][CH:3]=1.[Si](O[C:26]1[CH:32]=[CH:31][C:29]([NH2:30])=[CH:28][CH:27]=1)(C(C)(C)C)(C)C.NC1C=CC=CC=1.